Dataset: Reaction yield outcomes from USPTO patents with 853,638 reactions. Task: Predict the reaction yield, written as a fraction of the theoretical maximum amount of product (1.0 means a 100% yield; for example, 0.34 means a 34% yield). (1) The reactants are [CH2:1]([N:4]([CH2:8][CH2:9][CH3:10])[CH2:5][CH2:6][NH2:7])[CH2:2][CH3:3].Cl[C:12]1[N:13]=[N+:14]([O-:23])[C:15]2[C:21]([CH3:22])=[CH:20][CH:19]=[CH:18][C:16]=2[N:17]=1. The catalyst is COCCOC. The product is [CH3:22][C:21]1[C:15]2[N+:14]([O-:23])=[N:13][C:12]([NH:7][CH2:6][CH2:5][N:4]([CH2:8][CH2:9][CH3:10])[CH2:1][CH2:2][CH3:3])=[N:17][C:16]=2[CH:18]=[CH:19][CH:20]=1. The yield is 0.930. (2) The reactants are [CH2:1]([C:5]1[CH:6]=[CH:7][C:8]2[O:12][C:11]([C:13]3[CH:20]=[CH:19][C:16]([CH:17]=O)=[CH:15][CH:14]=3)=[CH:10][C:9]=2[CH:21]=1)[CH:2]([CH3:4])[CH3:3].C(O)(=O)C.[NH:26]1[CH2:29][CH:28]([C:30]([OH:32])=[O:31])[CH2:27]1.C([BH3-])#N.[Na+]. The catalyst is C(Cl)Cl.CO.CS(C)=O. The product is [CH2:1]([C:5]1[CH:6]=[CH:7][C:8]2[O:12][C:11]([C:13]3[CH:14]=[CH:15][C:16]([CH2:17][N:26]4[CH2:29][CH:28]([C:30]([OH:32])=[O:31])[CH2:27]4)=[CH:19][CH:20]=3)=[CH:10][C:9]=2[CH:21]=1)[CH:2]([CH3:3])[CH3:4]. The yield is 0.650. (3) The reactants are [CH2:1]([C:8]1[NH:36][C:11]2[N:12]=[N:13][C:14]([C:16]#[C:17][CH2:18][CH2:19][CH2:20][C:21]3[S:25][C:24]([NH:26][C:27](=[O:35])[CH2:28][C:29]4[CH:34]=[CH:33][CH:32]=[CH:31][CH:30]=4)=[N:23][N:22]=3)=[CH:15][C:10]=2[CH:9]=1)[C:2]1[CH:7]=[CH:6][CH:5]=[CH:4][CH:3]=1. The catalyst is [Pd].CCO. The product is [CH2:1]([C:8]1[NH:36][C:11]2[N:12]=[N:13][C:14]([CH2:16][CH2:17][CH2:18][CH2:19][CH2:20][C:21]3[S:25][C:24]([NH:26][C:27](=[O:35])[CH2:28][C:29]4[CH:34]=[CH:33][CH:32]=[CH:31][CH:30]=4)=[N:23][N:22]=3)=[CH:15][C:10]=2[CH:9]=1)[C:2]1[CH:3]=[CH:4][CH:5]=[CH:6][CH:7]=1. The yield is 0.180. (4) The reactants are [CH3:1][O:2][C:3]1[CH:4]=[C:5]([C:13]2[CH:14]=[C:15]3[CH2:21][C:20](=[O:22])[NH:19][C:16]3=[N:17][CH:18]=2)[CH:6]=[C:7]([O:11][CH3:12])[C:8]=1[O:9][CH3:10].CN(CCN(C)C)C.[Li][CH2:32][CH2:33][CH2:34][CH3:35].[CH2:36](Br)[C:37]1[CH:42]=[CH:41][CH:40]=[CH:39][CH:38]=1.[CH2:44]1[CH2:48]OC[CH2:45]1. No catalyst specified. The product is [CH2:35]([C:21]1([CH2:36][C:37]2[CH:42]=[CH:41][CH:40]=[CH:39][CH:38]=2)[C:15]2[C:16](=[N:17][CH:18]=[C:13]([C:5]3[CH:6]=[C:7]([O:11][CH3:12])[C:8]([O:9][CH3:10])=[C:3]([O:2][CH3:1])[CH:4]=3)[CH:14]=2)[NH:19][C:20]1=[O:22])[C:34]1[CH:48]=[CH:44][CH:45]=[CH:32][CH:33]=1. The yield is 0.380. (5) The reactants are C(Cl)(=O)C(Cl)=O.CS(C)=O.[CH3:11][O:12][C:13]1[CH:26]=[C:25]2[C:20]([N:21]=[CH:22][CH:23]=[CH:24]2)=[C:19]2[C:14]=1[C:15]([S:29][CH3:30])=[CH:16][C:17]([CH2:27][OH:28])=[N:18]2.C(N(CC)CC)C. The catalyst is C(Cl)Cl.O. The product is [CH3:11][O:12][C:13]1[CH:26]=[C:25]2[C:20]([N:21]=[CH:22][CH:23]=[CH:24]2)=[C:19]2[C:14]=1[C:15]([S:29][CH3:30])=[CH:16][C:17]([CH:27]=[O:28])=[N:18]2. The yield is 0.940. (6) The reactants are [C:1]([C:5]1[CH:10]=[CH:9][C:8]([S:11]([NH:14][C:15]2[CH:16]=[C:17]3[C:21](=[CH:22][CH:23]=2)[NH:20][C:19]([C:24]([OH:26])=O)=[C:18]3[C:27]2[CH:32]=[CH:31][CH:30]=[CH:29][CH:28]=2)(=[O:13])=[O:12])=[CH:7][CH:6]=1)([CH3:4])([CH3:3])[CH3:2].[NH2:33][CH2:34][CH:35]([OH:37])[CH3:36]. The catalyst is ClCCl.CO. The product is [OH:37][CH:35]([CH3:36])[CH2:34][NH:33][C:24]([C:19]1[NH:20][C:21]2[C:17]([C:18]=1[C:27]1[CH:32]=[CH:31][CH:30]=[CH:29][CH:28]=1)=[CH:16][C:15]([NH:14][S:11]([C:8]1[CH:9]=[CH:10][C:5]([C:1]([CH3:3])([CH3:4])[CH3:2])=[CH:6][CH:7]=1)(=[O:12])=[O:13])=[CH:23][CH:22]=2)=[O:26]. The yield is 0.150. (7) The reactants are Br[CH2:2][C:3]([C:5]1[CH:10]=[CH:9][CH:8]=[C:7]([C:11]([F:14])([F:13])[F:12])[CH:6]=1)=[O:4].[S-:15][C:16]#[N:17].[K+].O. The catalyst is C(O)C. The product is [O:4]=[C:3]([C:5]1[CH:10]=[CH:9][CH:8]=[C:7]([C:11]([F:14])([F:13])[F:12])[CH:6]=1)[CH2:2][S:15][C:16]#[N:17]. The yield is 0.595.